From a dataset of Reaction yield outcomes from USPTO patents with 853,638 reactions. Predict the reaction yield, written as a fraction of the theoretical maximum amount of product (1.0 means a 100% yield; for example, 0.34 means a 34% yield). (1) The yield is 0.540. The reactants are C(O)(=O)C.O=[CH:6][CH2:7][CH2:8][NH:9][C:10](=[O:16])[O:11][C:12]([CH3:15])([CH3:14])[CH3:13].[NH2:17][C@:18]12[CH2:53][CH2:52][C@@H:51]([C:54]([CH3:56])=[CH2:55])[C@@H:19]1[C@@H:20]1[C@@:33]([CH3:36])([CH2:34][CH2:35]2)[C@@:32]2([CH3:37])[C@@H:23]([C@:24]3([CH3:50])[C@@H:29]([CH2:30][CH2:31]2)[C:28]([CH3:39])([CH3:38])[C:27]([C:40]2[CH:49]=[CH:48][C:43]([C:44]([O:46]C)=[O:45])=[CH:42][CH:41]=2)=[CH:26][CH2:25]3)[CH2:22][CH2:21]1.C(O[BH-](OC(=O)C)OC(=O)C)(=O)C.[Na+]. The product is [C:12]([O:11][C:10]([NH:9][CH2:8][CH2:7][CH2:6][NH:17][C@:18]12[CH2:53][CH2:52][C@@H:51]([C:54]([CH3:56])=[CH2:55])[C@@H:19]1[C@@H:20]1[C@@:33]([CH3:36])([CH2:34][CH2:35]2)[C@@:32]2([CH3:37])[C@@H:23]([C@:24]3([CH3:50])[C@@H:29]([CH2:30][CH2:31]2)[C:28]([CH3:39])([CH3:38])[C:27]([C:40]2[CH:41]=[CH:42][C:43]([C:44]([OH:46])=[O:45])=[CH:48][CH:49]=2)=[CH:26][CH2:25]3)[CH2:22][CH2:21]1)=[O:16])([CH3:15])([CH3:14])[CH3:13]. The catalyst is CCO.O1CCOCC1. (2) The reactants are C[C:2](C)([CH2:6][S:7][S:8][CH2:9][CH2:10][C:11]([NH2:13])=[O:12])[C:3]([NH2:5])=[O:4].[CH2:15](N)[CH2:16][CH2:17][CH2:18][CH2:19][CH2:20][CH2:21][CH3:22]. The catalyst is CO. The product is [CH2:15]([NH:13][C:11](=[O:12])[CH2:10][CH2:9][S:8][S:7][CH2:6][CH2:2][C:3]([NH:5][CH2:15][CH2:16][CH2:17][CH2:18][CH2:19][CH2:20][CH2:21][CH3:22])=[O:4])[CH2:16][CH2:17][CH2:18][CH2:19][CH2:20][CH2:21][CH3:22]. The yield is 0.760.